Predict the product of the given reaction. From a dataset of Forward reaction prediction with 1.9M reactions from USPTO patents (1976-2016). (1) Given the reactants [CH2:1]([C:5]1[C:9]([CH2:10][NH:11][C:12](=[O:33])[C:13]2[CH:18]=[C:17]([Cl:19])[CH:16]=[C:15]([N:20]([C@H:23]3[CH2:28][CH2:27][C@H:26]([N:29]([CH3:31])[CH3:30])[CH2:25][CH2:24]3)[CH2:21][CH3:22])[C:14]=2[CH3:32])=[C:8]([O:34]C)[N:7]([CH3:36])[N:6]=1)[CH2:2][CH2:3][CH3:4], predict the reaction product. The product is: [CH2:1]([C:5]1[NH:6][N:7]([CH3:36])[C:8](=[O:34])[C:9]=1[CH2:10][NH:11][C:12](=[O:33])[C:13]1[CH:18]=[C:17]([Cl:19])[CH:16]=[C:15]([N:20]([C@H:23]2[CH2:28][CH2:27][C@H:26]([N:29]([CH3:31])[CH3:30])[CH2:25][CH2:24]2)[CH2:21][CH3:22])[C:14]=1[CH3:32])[CH2:2][CH2:3][CH3:4]. (2) Given the reactants [NH2:1][C:2]1[C:3]([C:8]([O:10][CH3:11])=[O:9])=[N:4][CH:5]=[CH:6][N:7]=1.C1C(=O)N([Br:19])C(=O)C1, predict the reaction product. The product is: [NH2:1][C:2]1[C:3]([C:8]([O:10][CH3:11])=[O:9])=[N:4][C:5]([Br:19])=[CH:6][N:7]=1. (3) Given the reactants [OH:1][C:2]1[CH:7]=[CH:6][C:5]([O:8][CH3:9])=[CH:4][C:3]=1[C:10](=[O:23])[CH2:11][CH2:12][C:13]1[CH:18]=[CH:17][C:16]([O:19][CH3:20])=[CH:15][C:14]=1[O:21][CH3:22].[BH4-].[Na+].C(O)(=O)C, predict the reaction product. The product is: [OH:1][C:2]1[CH:7]=[CH:6][C:5]([O:8][CH3:9])=[CH:4][C:3]=1[CH:10]([OH:23])[CH2:11][CH2:12][C:13]1[CH:18]=[CH:17][C:16]([O:19][CH3:20])=[CH:15][C:14]=1[O:21][CH3:22]. (4) Given the reactants [CH2:1]([O:3][C:4]([C:6]1[O:7][CH:8]=[CH:9][CH:10]=1)=[O:5])[CH3:2].[C:11](OC(=O)C)(=[O:13])[CH3:12].B(F)(F)F.C1COCC1, predict the reaction product. The product is: [CH2:1]([O:3][C:4]([C:6]1[O:7][C:8]([C:11](=[O:13])[CH3:12])=[CH:9][CH:10]=1)=[O:5])[CH3:2]. (5) Given the reactants [CH3:1][O:2][C:3](=[O:12])[C:4]1[CH:9]=[C:8]([Br:10])[CH:7]=[CH:6][C:5]=1[NH2:11].[N+:13]([O-:16])([O-])=[O:14].[K+].[F:18][C:19]([F:30])([F:29])[C:20](O[C:20](=[O:21])[C:19]([F:30])([F:29])[F:18])=[O:21], predict the reaction product. The product is: [CH3:1][O:2][C:3](=[O:12])[C:4]1[CH:9]=[C:8]([Br:10])[CH:7]=[C:6]([N+:13]([O-:16])=[O:14])[C:5]=1[NH:11][C:20](=[O:21])[C:19]([F:30])([F:29])[F:18].